Dataset: Forward reaction prediction with 1.9M reactions from USPTO patents (1976-2016). Task: Predict the product of the given reaction. Given the reactants [Br:1][C:2]1[CH:3]=[C:4]([C:10](F)=[CH:11][N:12]=1)[C:5]([O:7][CH2:8]C)=[O:6].[CH3:14][O-:15].[Na+].CO, predict the reaction product. The product is: [Br:1][C:2]1[CH:3]=[C:4]([C:10]([O:15][CH3:14])=[CH:11][N:12]=1)[C:5]([O:7][CH3:8])=[O:6].